Predict the product of the given reaction. From a dataset of Forward reaction prediction with 1.9M reactions from USPTO patents (1976-2016). (1) Given the reactants [C:1]([O:5][C:6]([N:8]([CH2:13][C:14]1[CH:22]=[CH:21][C:17]([C:18]([OH:20])=[O:19])=[CH:16][C:15]=1[O:23][CH2:24][CH:25]1[CH2:27][CH2:26]1)[S:9]([CH3:12])(=[O:11])=[O:10])=[O:7])([CH3:4])([CH3:3])[CH3:2].C(Cl)CCl.[Cl:32][C:33]1[CH:34]=[N+:35]([O-:58])[CH:36]=[C:37]([Cl:57])[C:38]=1[CH2:39][C@@H:40]([C:42]1[CH:47]=[CH:46][C:45]([O:48][CH:49]([F:51])[F:50])=[C:44]([O:52][CH2:53][CH:54]2[CH2:56][CH2:55]2)[CH:43]=1)O, predict the reaction product. The product is: [C:1]([O:5][C:6]([N:8]([CH2:13][C:14]1[CH:22]=[CH:21][C:17]([C:18]([O:20][C@H:40]([C:42]2[CH:47]=[CH:46][C:45]([O:48][CH:49]([F:50])[F:51])=[C:44]([O:52][CH2:53][CH:54]3[CH2:55][CH2:56]3)[CH:43]=2)[CH2:39][C:38]2[C:37]([Cl:57])=[CH:36][N+:35]([O-:58])=[CH:34][C:33]=2[Cl:32])=[O:19])=[CH:16][C:15]=1[O:23][CH2:24][CH:25]1[CH2:26][CH2:27]1)[S:9]([CH3:12])(=[O:11])=[O:10])=[O:7])([CH3:4])([CH3:2])[CH3:3]. (2) Given the reactants [Br:1][CH:2]([CH:5]=O)[CH:3]=O.C[N:8]1[C:12]([NH2:13])=[CH:11][CH:10]=[N:9]1.[C:14](O)(=O)C, predict the reaction product. The product is: [Br:1][C:2]1[CH:5]=[C:11]2[C:10]([CH3:14])=[N:9][NH:8][C:12]2=[N:13][CH:3]=1. (3) Given the reactants [N:1]1([C:7]2[CH:8]=[CH:9][C:10]3[N:11]([C:13]([C:16]([F:19])([F:18])[F:17])=[N:14][N:15]=3)[N:12]=2)[CH2:6][CH2:5][NH:4][CH2:3][CH2:2]1.[CH3:20][C:21]1[CH:26]=[CH:25][C:24]([S:27][C:28]2[N:33]=[CH:32][C:31]([CH:34]=O)=[CH:30][CH:29]=2)=[CH:23][CH:22]=1, predict the reaction product. The product is: [CH3:20][C:21]1[CH:26]=[CH:25][C:24]([S:27][C:28]2[N:33]=[CH:32][C:31]([CH2:34][N:4]3[CH2:3][CH2:2][N:1]([C:7]4[CH:8]=[CH:9][C:10]5[N:11]([C:13]([C:16]([F:17])([F:18])[F:19])=[N:14][N:15]=5)[N:12]=4)[CH2:6][CH2:5]3)=[CH:30][CH:29]=2)=[CH:23][CH:22]=1.